This data is from Full USPTO retrosynthesis dataset with 1.9M reactions from patents (1976-2016). The task is: Predict the reactants needed to synthesize the given product. Given the product [C:28]([O:15][CH2:14][C@@:13]1([C:16]#[CH:17])[O:12][C@@H:11]([N:18]2[CH:26]=[C:24]([CH3:25])[C:22](=[O:23])[NH:21][C:19]2=[O:20])[CH2:10][C@H:9]1[O:8][Si:1]([C:4]([CH3:7])([CH3:5])[CH3:6])([CH3:2])[CH3:3])(=[O:29])[CH3:27], predict the reactants needed to synthesize it. The reactants are: [Si:1]([O:8][C@H:9]1[C@@:13]([C:16]#[CH:17])([CH2:14][OH:15])[O:12][C@@H:11]([N:18]2[CH:26]=[C:24]([CH3:25])[C:22](=[O:23])[NH:21][C:19]2=[O:20])[CH2:10]1)([C:4]([CH3:7])([CH3:6])[CH3:5])([CH3:3])[CH3:2].[CH3:27][C:28](OC(C)=O)=[O:29].